This data is from Reaction yield outcomes from USPTO patents with 853,638 reactions. The task is: Predict the reaction yield, written as a fraction of the theoretical maximum amount of product (1.0 means a 100% yield; for example, 0.34 means a 34% yield). (1) The reactants are Cl.O1CCOCC1.C(OC([N:15]1[CH2:20][CH2:19][C:18]([C:23]2[CH:28]=[CH:27][CH:26]=[CH:25][C:24]=2[Cl:29])([C:21]#[N:22])[CH2:17][CH2:16]1)=O)(C)(C)C. No catalyst specified. The product is [ClH:29].[Cl:29][C:24]1[CH:25]=[CH:26][CH:27]=[CH:28][C:23]=1[C:18]1([C:21]#[N:22])[CH2:17][CH2:16][NH:15][CH2:20][CH2:19]1. The yield is 1.00. (2) The reactants are [CH3:1][O:2][C:3](=[O:14])[NH:4][C:5]1[CH:10]=[C:9]([CH3:11])[C:8]([Br:12])=[CH:7][C:6]=1I.[CH3:15][Si:16]([C:19]#[CH:20])([CH3:18])[CH3:17].C(N(CC)CC)C.O. The catalyst is C1COCC1.[Cu](I)I.Cl[Pd](Cl)([P](C1C=CC=CC=1)(C1C=CC=CC=1)C1C=CC=CC=1)[P](C1C=CC=CC=1)(C1C=CC=CC=1)C1C=CC=CC=1. The product is [CH3:1][O:2][C:3](=[O:14])[NH:4][C:5]1[CH:10]=[C:9]([CH3:11])[C:8]([Br:12])=[CH:7][C:6]=1[C:20]#[C:19][Si:16]([CH3:18])([CH3:17])[CH3:15]. The yield is 0.980. (3) The reactants are [N+:1]([C:4]1[CH:9]=[CH:8][C:7]([O:10][CH2:11][CH2:12][CH2:13][CH2:14][CH3:15])=[C:6]([C:16]([F:19])([F:18])[F:17])[CH:5]=1)([O-])=O.[H][H]. The catalyst is [Pd].C(O)C. The product is [CH2:11]([O:10][C:7]1[CH:8]=[CH:9][C:4]([NH2:1])=[CH:5][C:6]=1[C:16]([F:17])([F:18])[F:19])[CH2:12][CH2:13][CH2:14][CH3:15]. The yield is 1.00. (4) The reactants are [NH2:1][C:2]1[C:3]([N:12]([C:20]([O:22][C:23]([CH3:26])([CH3:25])[CH3:24])=[O:21])[C:13]([O:15][C:16]([CH3:19])([CH3:18])[CH3:17])=[O:14])=[C:4]([CH:9]=[CH:10][CH:11]=1)[C:5]([O:7][CH3:8])=[O:6].[N:27]1[CH:32]=[CH:31][N:30]=[CH:29][C:28]=1[C:33](O)=[O:34].CN(C(ON1N=NC2C=CC=NC1=2)=[N+](C)C)C.F[P-](F)(F)(F)(F)F.CCN(C(C)C)C(C)C. The catalyst is CN(C=O)C.O. The product is [C:23]([O:22][C:20]([N:12]([C:13]([O:15][C:16]([CH3:19])([CH3:17])[CH3:18])=[O:14])[C:3]1[C:2]([NH:1][C:33]([C:28]2[CH:29]=[N:30][CH:31]=[CH:32][N:27]=2)=[O:34])=[CH:11][CH:10]=[CH:9][C:4]=1[C:5]([O:7][CH3:8])=[O:6])=[O:21])([CH3:26])([CH3:25])[CH3:24]. The yield is 0.580. (5) The product is [Si:27]([O:1][CH2:2][CH:3]([NH:10][C:11](=[O:17])[O:12][C:13]([CH3:14])([CH3:16])[CH3:15])[C:4]([N:6]([O:8][CH3:9])[CH3:7])=[O:5])([C:24]([CH3:26])([CH3:25])[CH3:23])([CH3:29])[CH3:28]. The yield is 0.930. The reactants are [OH:1][CH2:2][CH:3]([NH:10][C:11](=[O:17])[O:12][C:13]([CH3:16])([CH3:15])[CH3:14])[C:4]([N:6]([O:8][CH3:9])[CH3:7])=[O:5].CN(C=O)C.[CH3:23][C:24]([Si:27](Cl)([CH3:29])[CH3:28])([CH3:26])[CH3:25].N1C=CN=C1. The catalyst is CCOC(C)=O.